This data is from Forward reaction prediction with 1.9M reactions from USPTO patents (1976-2016). The task is: Predict the product of the given reaction. (1) The product is: [N:18]1[C:27]2[C:22](=[CH:23][C:24]([C:2]3[C:10]4[NH:9][C:8]5[CH:11]6[CH2:17][CH2:16][N:14]([CH2:15][C:7]=5[C:6]=4[CH:5]=[CH:4][CH:3]=3)[CH2:13][CH2:12]6)=[CH:25][CH:26]=2)[CH:21]=[CH:20][CH:19]=1. Given the reactants Br[C:2]1[C:10]2[NH:9][C:8]3[CH:11]4[CH2:17][CH2:16][N:14]([CH2:15][C:7]=3[C:6]=2[CH:5]=[CH:4][CH:3]=1)[CH2:13][CH2:12]4.[N:18]1[C:27]2[C:22](=[CH:23][C:24](B3OC(C)(C)C(C)(C)O3)=[CH:25][CH:26]=2)[CH:21]=[CH:20][CH:19]=1, predict the reaction product. (2) Given the reactants [CH3:1][CH:2]([CH3:31])[C:3]([NH:5][C:6]1[CH:11]=[CH:10][CH:9]=[C:8]([CH:12]2[CH2:17][CH2:16][N:15]([CH2:18][CH2:19][CH2:20][CH2:21][CH2:22][C:23](=O)[C:24]3[CH:29]=[CH:28][CH:27]=[CH:26][CH:25]=3)[CH2:14][CH2:13]2)[CH:7]=1)=[O:4].Cl.[CH3:33][C:34]1[CH:39]=[CH:38][C:37]([NH:40]N)=[CH:36][CH:35]=1, predict the reaction product. The product is: [CH3:1][CH:2]([CH3:31])[C:3]([NH:5][C:6]1[CH:11]=[CH:10][CH:9]=[C:8]([CH:12]2[CH2:17][CH2:16][N:15]([CH2:18][CH2:19][CH2:20][CH2:21][C:22]3[C:38]4[C:37](=[CH:36][CH:35]=[C:34]([CH3:33])[CH:39]=4)[NH:40][C:23]=3[C:24]3[CH:29]=[CH:28][CH:27]=[CH:26][CH:25]=3)[CH2:14][CH2:13]2)[CH:7]=1)=[O:4]. (3) Given the reactants [C:1]([O:5][C:6]([N:8]1[CH2:13][CH2:12][CH2:11][CH2:10][CH:9]1[CH2:14][C:15]([OH:17])=O)=[O:7])([CH3:4])([CH3:3])[CH3:2].[F:18][C:19]1[CH:24]=[CH:23][C:22]([C:25]2NN=[N:27][N:26]=2)=[CH:21][CH:20]=1.C1(N=C=NC2CCCCC2)CCCCC1, predict the reaction product. The product is: [C:1]([O:5][C:6]([N:8]1[CH2:13][CH2:12][CH2:11][CH2:10][CH:9]1[CH2:14][C:15]1[O:17][C:25]([C:22]2[CH:23]=[CH:24][C:19]([F:18])=[CH:20][CH:21]=2)=[N:26][N:27]=1)=[O:7])([CH3:2])([CH3:3])[CH3:4]. (4) Given the reactants [NH2:1][C:2]1[C:3]([CH3:21])=[C:4]2[C:8](=[CH:9][C:10]=1[N+:11]([O-])=O)[C:7](=[O:14])[N:6]([CH2:15][CH2:16][N:17]([CH3:19])[CH3:18])[C:5]2=[O:20].CO.[H][H], predict the reaction product. The product is: [NH2:1][C:2]1[C:3]([CH3:21])=[C:4]2[C:8](=[CH:9][C:10]=1[NH2:11])[C:7](=[O:14])[N:6]([CH2:15][CH2:16][N:17]([CH3:18])[CH3:19])[C:5]2=[O:20]. (5) Given the reactants [CH3:1][C:2](=[CH:4][CH2:5][CH2:6]/[C:7](=[CH:9]/[CH2:10][OH:11])/[CH3:8])[CH3:3].[CH3:12][CH2:13]/[CH:14]=[CH:15]\[CH2:16]/[CH:17]=[CH:18]\[CH2:19]/[CH:20]=[CH:21]\[CH2:22]/[CH:23]=[CH:24]\[CH2:25]/[CH:26]=[CH:27]\[CH2:28][CH2:29][CH2:30][C:31](O)=[O:32].CCCCCC, predict the reaction product. The product is: [C:31]([O:11][CH2:10]/[CH:9]=[C:7](/[CH2:6][CH2:5][CH:4]=[C:2]([CH3:1])[CH3:3])\[CH3:8])(=[O:32])[CH:30]=[CH:29][CH:28]=[CH:27][CH:26]=[CH:25][CH:24]=[CH:23][CH:22]=[CH:21][CH2:20][CH2:19][CH2:18][CH2:17][CH2:16][CH2:15][CH2:14][CH2:13][CH3:12]. (6) Given the reactants [CH3:1][O:2][C:3]([NH:5][C@@H:6]([CH:58]([CH3:60])C)[C:7]([N:9]1[C@H:14]([C:15]2[NH:19][C:18]3[C:20]4[C:25]([CH:26]=[CH:27][C:17]=3[N:16]=2)=[CH:24][C:23]([C:28]2[CH:29]=[C:30]3[C:54](=[CH:55][CH:56]=2)[C:34]2[NH:35][C:36]([C@@H:38]5[CH2:42][CH2:41][CH2:40][N:39]5[C:43](=[O:53])[C@@H:44]([NH:48][C:49](=[O:52])[O:50][CH3:51])[CH:45]([CH3:47])[CH3:46])=[N:37][C:33]=2[CH:32]=[CH:31]3)=[CH:22][CH:21]=4)[C@@H:13]2[CH2:57][C@H:10]1[CH2:11][CH2:12]2)=[O:8])=[O:4].[CH3:61][O:62]C(N[C@@H](C(C)C)C(O)=O)=O, predict the reaction product. The product is: [CH3:1][O:2][C:3]([NH:5][C@@H:6]([C@H:58]([O:62][CH3:61])[CH3:60])[C:7]([N:9]1[C@H:14]([C:15]2[NH:19][C:18]3[C:20]4[C:25]([CH:26]=[CH:27][C:17]=3[N:16]=2)=[CH:24][C:23]([C:28]2[CH:29]=[C:30]3[C:54](=[CH:55][CH:56]=2)[C:34]2[NH:35][C:36]([C@@H:38]5[CH2:42][CH2:41][CH2:40][N:39]5[C:43](=[O:53])[C@@H:44]([NH:48][C:49](=[O:52])[O:50][CH3:51])[CH:45]([CH3:47])[CH3:46])=[N:37][C:33]=2[CH:32]=[CH:31]3)=[CH:22][CH:21]=4)[C@@H:13]2[CH2:57][C@H:10]1[CH2:11][CH2:12]2)=[O:8])=[O:4]. (7) Given the reactants [CH3:1]O[Na].[NH2:4][C:5]1[CH:6]=[C:7]([CH:10]=[CH:11][CH:12]=1)[C:8]#[N:9].[BH4-].[Na+].[OH-].[Na+], predict the reaction product. The product is: [CH3:1][NH:4][C:5]1[CH:6]=[C:7]([CH:10]=[CH:11][CH:12]=1)[C:8]#[N:9]. (8) Given the reactants [F:1][C:2]([F:13])([F:12])[C:3]1[CH:4]=[C:5](B(O)O)[CH:6]=[CH:7][CH:8]=1.Cl[C:15]1[N:20]=[C:19]([NH2:21])[N:18]=[C:17]([NH:22][CH3:23])[CH:16]=1, predict the reaction product. The product is: [CH3:23][NH:22][C:17]1[CH:16]=[C:15]([C:5]2[CH:6]=[CH:7][CH:8]=[C:3]([C:2]([F:13])([F:12])[F:1])[CH:4]=2)[N:20]=[C:19]([NH2:21])[N:18]=1. (9) Given the reactants [N+:1]([C:4]1[CH:9]=[CH:8][C:7]([N:10]2[C:14]([CH2:15][CH2:16][CH3:17])=[C:13]([C:18]([OH:20])=O)[N:12]=[N:11]2)=[CH:6][CH:5]=1)([O-:3])=[O:2].[CH:21]1([NH2:24])[CH2:23][CH2:22]1.C1C=CC2N(O)N=NC=2C=1.CCN=C=NCCCN(C)C, predict the reaction product. The product is: [CH:21]1([NH:24][C:18]([C:13]2[N:12]=[N:11][N:10]([C:7]3[CH:6]=[CH:5][C:4]([N+:1]([O-:3])=[O:2])=[CH:9][CH:8]=3)[C:14]=2[CH2:15][CH2:16][CH3:17])=[O:20])[CH2:23][CH2:22]1. (10) Given the reactants C(OC([C:8]1([CH2:11][CH2:12][N:13]([CH2:22][C:23]2[CH:28]=[CH:27][CH:26]=[CH:25][CH:24]=2)[CH2:14][C:15](OC(C)(C)C)=[O:16])[CH2:10][CH2:9]1)=O)(C)(C)C.C[Si](C)(C)[N-][Si](C)(C)C.[Li+].[Li].C(OC(C1N(CC2C=CC=CC=2)CCC2(CC2)C=1O)=O)(C)(C)C.S(=O)(=O)(O)O.[OH-].[Na+].C(=O)([O-])O.[Na+].[ClH:75], predict the reaction product. The product is: [ClH:75].[CH2:22]([N:13]1[CH2:12][CH2:11][C:8]2([CH2:10][CH2:9]2)[C:15](=[O:16])[CH2:14]1)[C:23]1[CH:28]=[CH:27][CH:26]=[CH:25][CH:24]=1.